Dataset: Retrosynthesis with 50K atom-mapped reactions and 10 reaction types from USPTO. Task: Predict the reactants needed to synthesize the given product. (1) Given the product CCOc1nnc2c3ccc(Cl)cc3c(-c3ccccc3)nn12, predict the reactants needed to synthesize it. The reactants are: CC[O-].Clc1ccc2c(c1)c(-c1ccccc1)nn1c(Cl)nnc21. (2) The reactants are: C[C@H](NC(=O)OCc1ccccc1)C(=O)O.Cc1cc2c(c3ccc(=O)[nH]c13)OC(CN)C2. Given the product Cc1cc2c(c3ccc(=O)[nH]c13)OC(CNC(=O)[C@H](C)NC(=O)OCc1ccccc1)C2, predict the reactants needed to synthesize it. (3) Given the product O=S1(=O)c2ccccc2S(=O)(=O)N1CCCCN1CCN(c2ncccn2)CC1, predict the reactants needed to synthesize it. The reactants are: O=S1(=O)c2ccccc2S(=O)(=O)N1CCCCBr.c1cnc(N2CCNCC2)nc1. (4) Given the product CC(C)(O)CCCOCCC1CC2C(=O)CCCC2(C)C1(C)C, predict the reactants needed to synthesize it. The reactants are: CC(C)(O)CCCOCCC1CC2C(O)CCCC2(C)C1(C)C. (5) The reactants are: COc1ccc(CS[C@H]2C[C@@H](C(=O)O)N(C(=O)OCc3ccc([N+](=O)[O-])cc3)C2)cc1.OCCN1CCNCC1. Given the product COc1ccc(CS[C@H]2C[C@@H](C(=O)N3CCN(CCO)CC3)N(C(=O)OCc3ccc([N+](=O)[O-])cc3)C2)cc1, predict the reactants needed to synthesize it.